Predict the reaction yield, written as a fraction of the theoretical maximum amount of product (1.0 means a 100% yield; for example, 0.34 means a 34% yield). From a dataset of Reaction yield outcomes from USPTO patents with 853,638 reactions. The reactants are [CH3:1][O:2][C:3]1[CH:20]=[CH:19][C:6]([C:7]([O:9][CH2:10][CH2:11][CH2:12][CH2:13][CH2:14][CH2:15][N:16]=[N+]=[N-])=[O:8])=[CH:5][CH:4]=1.C1(P(C2C=CC=CC=2)C2C=CC=CC=2)C=CC=CC=1.O. The catalyst is C1COCC1.CCOC(C)=O. The product is [CH3:1][O:2][C:3]1[CH:4]=[CH:5][C:6]([C:7]([O:9][CH2:10][CH2:11][CH2:12][CH2:13][CH2:14][CH2:15][NH2:16])=[O:8])=[CH:19][CH:20]=1. The yield is 0.780.